Predict the reactants needed to synthesize the given product. From a dataset of Full USPTO retrosynthesis dataset with 1.9M reactions from patents (1976-2016). (1) Given the product [Cl:28][C:16]1[C:17]2[C:12](=[CH:11][C:10]([C:4]3[CH:3]=[C:2]([F:1])[C:7]([OH:8])=[C:6]([F:9])[CH:5]=3)=[CH:19][CH:18]=2)[CH:13]=[CH:14][C:15]=1[OH:20], predict the reactants needed to synthesize it. The reactants are: [F:1][C:2]1[CH:3]=[C:4]([C:10]2[CH:11]=[C:12]3[C:17](=[CH:18][CH:19]=2)[CH:16]=[C:15]([OH:20])[CH:14]=[CH:13]3)[CH:5]=[C:6]([F:9])[C:7]=1[OH:8].C1C(=O)N([Cl:28])C(=O)C1. (2) Given the product [C:11]1([C:10]2[C:5]3[CH:4]=[N:3][C:2]([N:29]4[CH2:30][CH2:31][CH:26]([CH2:25][O:24][CH2:23][CH2:22][N:17]5[CH2:21][CH2:20][CH2:19][CH2:18]5)[CH2:27][CH2:28]4)=[N:7][C:6]=3[S:8][CH:9]=2)[CH:16]=[CH:15][CH:14]=[CH:13][CH:12]=1, predict the reactants needed to synthesize it. The reactants are: Cl[C:2]1[N:3]=[CH:4][C:5]2[C:10]([C:11]3[CH:16]=[CH:15][CH:14]=[CH:13][CH:12]=3)=[CH:9][S:8][C:6]=2[N:7]=1.[N:17]1([CH2:22][CH2:23][O:24][CH2:25][CH:26]2[CH2:31][CH2:30][NH:29][CH2:28][CH2:27]2)[CH2:21][CH2:20][CH2:19][CH2:18]1.C(=O)([O-])[O-].[K+].[K+].